This data is from TCR-epitope binding with 47,182 pairs between 192 epitopes and 23,139 TCRs. The task is: Binary Classification. Given a T-cell receptor sequence (or CDR3 region) and an epitope sequence, predict whether binding occurs between them. (1) The epitope is SEPVLKGVKL. The TCR CDR3 sequence is CASSYSNLATHEQYF. Result: 0 (the TCR does not bind to the epitope). (2) The epitope is FLKEKGGL. The TCR CDR3 sequence is CASSLMESVWVEQFF. Result: 1 (the TCR binds to the epitope).